This data is from CYP3A4 inhibition data for predicting drug metabolism from PubChem BioAssay. The task is: Regression/Classification. Given a drug SMILES string, predict its absorption, distribution, metabolism, or excretion properties. Task type varies by dataset: regression for continuous measurements (e.g., permeability, clearance, half-life) or binary classification for categorical outcomes (e.g., BBB penetration, CYP inhibition). Dataset: cyp3a4_veith. (1) The drug is O=C(O)CCC(=O)c1ccc(Cl)cc1. The result is 0 (non-inhibitor). (2) The molecule is CO[C@H]1COC(=O)C/C=C\[C@H](C)[C@@H](OC)COC(=O)[C@@H](C)NC(=O)C/C=C\[C@@H]1C. The result is 0 (non-inhibitor). (3) The compound is O=C(Oc1ccccc1)N1CCC2(CCCN(c3ccc(-c4ccccc4)cc3)C2)CC1. The result is 1 (inhibitor). (4) The drug is CN1CCN(CC(O)c2ccccc2)CC1. The result is 0 (non-inhibitor). (5) The compound is COc1cc2ncnc(Nc3cccc(Br)c3)c2cc1OC. The result is 1 (inhibitor). (6) The drug is O=c1c(-c2nc3ccccc3s2)cccn1Cc1ccc(Cl)cc1. The result is 1 (inhibitor). (7) The compound is COC(=O)[C@@H]1C[C@H]1[C@@H](NC(=O)c1cccnc1)c1ccccc1. The result is 1 (inhibitor).